Dataset: Catalyst prediction with 721,799 reactions and 888 catalyst types from USPTO. Task: Predict which catalyst facilitates the given reaction. (1) Product: [F:20][C:21]([F:29])([S:25]([O-:28])(=[O:27])=[O:26])[CH:22]([F:24])[F:23].[CH2:2]([N+:14]1[CH:18]=[CH:17][N:16]([CH3:19])[CH:15]=1)[CH2:3][CH2:4][CH2:5][CH2:6][CH2:7][CH2:8][CH2:9][CH2:10][CH2:11][CH2:12][CH3:13]. Reactant: [Cl-].[CH2:2]([N+:14]1[CH:18]=[CH:17][N:16]([CH3:19])[CH:15]=1)[CH2:3][CH2:4][CH2:5][CH2:6][CH2:7][CH2:8][CH2:9][CH2:10][CH2:11][CH2:12][CH3:13].[F:20][C:21]([F:29])([S:25]([O-:28])(=[O:27])=[O:26])[CH:22]([F:24])[F:23].[K+]. The catalyst class is: 21. (2) Reactant: Br[C:2]1[CH:3]=[C:4]2[C:8](=[CH:9][CH:10]=1)[NH:7][N:6]=[C:5]2[C:11]([N:13]1[CH2:18][CH2:17][CH:16]([C:19]2[CH:24]=[CH:23][CH:22]=[CH:21][C:20]=2[C:25]([F:28])([F:27])[F:26])[CH2:15][CH2:14]1)=[O:12].[C:29]([Cu])#[N:30].CN1C(=O)CCC1. Product: [F:27][C:25]([F:26])([F:28])[C:20]1[CH:21]=[CH:22][CH:23]=[CH:24][C:19]=1[CH:16]1[CH2:17][CH2:18][N:13]([C:11]([C:5]2[C:4]3[C:8](=[CH:9][CH:10]=[C:2]([C:29]#[N:30])[CH:3]=3)[NH:7][N:6]=2)=[O:12])[CH2:14][CH2:15]1. The catalyst class is: 126.